From a dataset of Peptide-MHC class I binding affinity with 185,985 pairs from IEDB/IMGT. Regression. Given a peptide amino acid sequence and an MHC pseudo amino acid sequence, predict their binding affinity value. This is MHC class I binding data. (1) The peptide sequence is CPASKKESVI. The MHC is HLA-B07:02 with pseudo-sequence HLA-B07:02. The binding affinity (normalized) is 0.819. (2) The peptide sequence is FVAAFDHFY. The MHC is HLA-B15:09 with pseudo-sequence HLA-B15:09. The binding affinity (normalized) is 0.0847. (3) The peptide sequence is AQPAPQAPY. The MHC is HLA-B44:02 with pseudo-sequence HLA-B44:02. The binding affinity (normalized) is 0.213. (4) The peptide sequence is YSDGNLHLL. The MHC is HLA-A26:01 with pseudo-sequence HLA-A26:01. The binding affinity (normalized) is 0.188. (5) The peptide sequence is ALYRRIQRR. The MHC is H-2-Dd with pseudo-sequence H-2-Dd. The binding affinity (normalized) is 0. (6) The peptide sequence is HSNLNDATY. The MHC is HLA-A69:01 with pseudo-sequence HLA-A69:01. The binding affinity (normalized) is 0.0847. (7) The peptide sequence is MVDESMMMS. The MHC is HLA-A30:01 with pseudo-sequence HLA-A30:01. The binding affinity (normalized) is 0.0847. (8) The binding affinity (normalized) is 1.00. The MHC is HLA-B58:01 with pseudo-sequence HLA-B58:01. The peptide sequence is YTNVVPLVY. (9) The peptide sequence is REWGWRIPF. The MHC is HLA-E01:01 with pseudo-sequence HLA-E01:03. The binding affinity (normalized) is 0.0847. (10) The peptide sequence is FYYNAFHWA. The MHC is HLA-B07:02 with pseudo-sequence HLA-B07:02. The binding affinity (normalized) is 0.0847.